From a dataset of Full USPTO retrosynthesis dataset with 1.9M reactions from patents (1976-2016). Predict the reactants needed to synthesize the given product. (1) Given the product [CH3:2][O:3][C:4](=[O:20])[C@@H:5]([NH:19][C:27](=[O:28])[C:26]1[CH:30]=[C:22]([Br:21])[CH:23]=[CH:24][C:25]=1[OH:31])[CH2:6][C:7]1[CH:12]=[CH:11][C:10]([C:13]2[CH:18]=[CH:17][CH:16]=[CH:15][CH:14]=2)=[CH:9][CH:8]=1, predict the reactants needed to synthesize it. The reactants are: Cl.[CH3:2][O:3][C:4](=[O:20])[C@@H:5]([NH2:19])[CH2:6][C:7]1[CH:12]=[CH:11][C:10]([C:13]2[CH:18]=[CH:17][CH:16]=[CH:15][CH:14]=2)=[CH:9][CH:8]=1.[Br:21][C:22]1[CH:23]=[CH:24][C:25]([OH:31])=[C:26]([CH:30]=1)[C:27](O)=[O:28].Cl. (2) Given the product [N+:33]([C:30]1[CH:29]=[CH:28][C:27]([O:26][C:24](=[O:25])[O:15][C@H:13]([C:12](=[O:16])[NH:11][C@@H:9]2[C:8](=[O:17])[N:7]([CH3:18])[C:6]3[CH:19]=[CH:20][CH:21]=[CH:22][C:5]=3[N:4]([C:1](=[O:3])[CH3:2])[CH2:10]2)[CH3:14])=[CH:32][CH:31]=1)([O-:35])=[O:34], predict the reactants needed to synthesize it. The reactants are: [C:1]([N:4]1[CH2:10][C@H:9]([NH:11][C:12](=[O:16])[C@@H:13]([OH:15])[CH3:14])[C:8](=[O:17])[N:7]([CH3:18])[C:6]2[CH:19]=[CH:20][CH:21]=[CH:22][C:5]1=2)(=[O:3])[CH3:2].Cl[C:24]([O:26][C:27]1[CH:32]=[CH:31][C:30]([N+:33]([O-:35])=[O:34])=[CH:29][CH:28]=1)=[O:25].